Dataset: Forward reaction prediction with 1.9M reactions from USPTO patents (1976-2016). Task: Predict the product of the given reaction. (1) Given the reactants [OH-].[Na+].[OH:3][C:4]1[C:9]([O:10][CH3:11])=[C:8]([O:12][CH3:13])[N:7]([CH2:14][C:15]2[CH:20]=[CH:19][C:18]([O:21][CH3:22])=[CH:17][CH:16]=2)[C:6](=[O:23])[C:5]=1C(OC)=O.Cl, predict the reaction product. The product is: [OH:3][C:4]1[C:9]([O:10][CH3:11])=[C:8]([O:12][CH3:13])[N:7]([CH2:14][C:15]2[CH:16]=[CH:17][C:18]([O:21][CH3:22])=[CH:19][CH:20]=2)[C:6](=[O:23])[CH:5]=1. (2) The product is: [CH3:1][N:2]1[CH2:3][CH2:4][N:5]([CH2:8][CH2:9][O:10][C:11]2[CH:16]=[CH:15][N:14]3[C:17]([C:20]([NH:43][C:44]4[CH:52]=[CH:51][CH:50]=[C:49]5[C:45]=4[CH:46]=[N:47][N:48]5[CH2:53][C:54]4[CH:55]=[C:56]([CH:61]=[CH:62][CH:63]=4)[C:57]([O:59][CH3:60])=[O:58])=[O:22])=[CH:18][N:19]=[C:13]3[CH:12]=2)[CH2:6][CH2:7]1. Given the reactants [CH3:1][N:2]1[CH2:7][CH2:6][N:5]([CH2:8][CH2:9][O:10][C:11]2[CH:16]=[CH:15][N:14]3[C:17]([C:20]([O-:22])=O)=[CH:18][N:19]=[C:13]3[CH:12]=2)[CH2:4][CH2:3]1.[Li+].CN1C(=O)CCC1.ClC1C=C(Cl)C=C(Cl)C=1C(Cl)=O.[NH2:43][C:44]1[CH:52]=[CH:51][CH:50]=[C:49]2[C:45]=1[CH:46]=[N:47][N:48]2[CH2:53][C:54]1[CH:55]=[C:56]([CH:61]=[CH:62][CH:63]=1)[C:57]([O:59][CH3:60])=[O:58], predict the reaction product. (3) The product is: [O:3]1[C:4]2[CH:10]=[CH:9][CH:8]=[CH:7][C:5]=2[N:6]=[C:2]1[N:12]([CH2:13][CH2:14][CH2:15][CH2:16][OH:17])[CH3:11]. Given the reactants Cl[C:2]1[O:3][C:4]2[CH:10]=[CH:9][CH:8]=[CH:7][C:5]=2[N:6]=1.[CH3:11][NH:12][CH2:13][CH2:14][CH2:15][CH2:16][OH:17].C(N(CC)CC)C, predict the reaction product. (4) Given the reactants Cl.Cl.[CH3:3][NH:4][NH:5][CH3:6].C(=O)([O-])[O-].[K+].[K+].O1CCCC1.[Br:18][C:19]1[CH:20]=[C:21]([Br:43])[C:22]2[N:27]=[C:26]([C:28]3[N:29]([C:34]4[C:39]([Cl:40])=[CH:38][CH:37]=[CH:36][N:35]=4)[CH:30]=[C:31]([Br:33])[CH:32]=3)[O:25][C:24](=[O:41])[C:23]=2[CH:42]=1, predict the reaction product. The product is: [Br:33][C:31]1[CH:32]=[C:28]([C:26]([NH:27][C:22]2[C:21]([Br:43])=[CH:20][C:19]([Br:18])=[CH:42][C:23]=2[C:24]([N:4]([CH3:3])[NH:5][CH3:6])=[O:41])=[O:25])[N:29]([C:34]2[C:39]([Cl:40])=[CH:38][CH:37]=[CH:36][N:35]=2)[CH:30]=1. (5) Given the reactants [CH:1]1[CH:6]=[C:5]2[C:7]([CH:10]=O)=[CH:8][S:9][C:4]2=[CH:3][CH:2]=1.[S:12]([NH2:16])([NH2:15])(=[O:14])=[O:13].[BH4-].[Na+], predict the reaction product. The product is: [S:9]1[CH:8]=[C:7]([CH2:10][NH:15][S:12]([NH2:16])(=[O:14])=[O:13])[C:5]2[CH:6]=[CH:1][CH:2]=[CH:3][C:4]1=2. (6) Given the reactants I[CH2:2][C:3]([CH3:10])([CH3:9])[C:4]([O:6][CH2:7][CH3:8])=[O:5].[Li]CCCC.Br[C:17]1[S:18][CH:19]=[CH:20][N:21]=1.O, predict the reaction product. The product is: [CH3:9][C:3]([CH3:10])([CH2:2][C:17]1[S:18][CH:19]=[CH:20][N:21]=1)[C:4]([O:6][CH2:7][CH3:8])=[O:5]. (7) Given the reactants C([O:8][C:9](=[O:45])[CH2:10][C@H:11]([NH:34][C:35]([O:37][CH2:38][C:39]1[CH:44]=[CH:43][CH:42]=[CH:41][CH:40]=1)=[O:36])[C:12]([NH:14][C:15]1[CH:20]=[C:19]([CH2:21][C:22]2[C:31]3[C:26](=[CH:27][CH:28]=[CH:29][CH:30]=3)[C:25](=[O:32])[NH:24][N:23]=2)[CH:18]=[CH:17][C:16]=1[F:33])=[O:13])C1C=CC=CC=1.CC1C=CC(COC(NNC(C2C=NC=CN=2)=O)=O)=CC=1, predict the reaction product. The product is: [CH2:38]([O:37][C:35]([NH:34][C@H:11]([C:12]([NH:14][C:15]1[CH:20]=[C:19]([CH2:21][C:22]2[C:31]3[C:26](=[CH:27][CH:28]=[CH:29][CH:30]=3)[C:25](=[O:32])[NH:24][N:23]=2)[CH:18]=[CH:17][C:16]=1[F:33])=[O:13])[CH2:10][C:9]([OH:45])=[O:8])=[O:36])[C:39]1[CH:44]=[CH:43][CH:42]=[CH:41][CH:40]=1.